Dataset: Acute oral toxicity (LD50) regression data from Zhu et al.. Task: Regression/Classification. Given a drug SMILES string, predict its toxicity properties. Task type varies by dataset: regression for continuous values (e.g., LD50, hERG inhibition percentage) or binary classification for toxic/non-toxic outcomes (e.g., AMES mutagenicity, cardiotoxicity, hepatotoxicity). Dataset: ld50_zhu. (1) The molecule is COP(N)(=S)Oc1ccc(C(C)(C)C)cc1Cl. The rat oral LD50 is 2.55, given as -log10 of the dose in mol/kg body weight (higher means more acutely toxic). (2) The compound is CCOP(=S)(OCC)SCn1ncccc1=O. The rat oral LD50 is 5.07, given as -log10 of the dose in mol/kg body weight (higher means more acutely toxic). (3) The drug is O=C(OCC1(COC(=O)c2cccnc2)CCCC(COC(=O)c2cccnc2)(COC(=O)c2cccnc2)C1O)c1cccnc1. The rat oral LD50 is 1.81, given as -log10 of the dose in mol/kg body weight (higher means more acutely toxic). (4) The drug is COc1ccc2c(c1)c(CC(=O)Oc1ccccc1C(=O)Oc1ccccc1C(=O)O)c(C)n2C(=O)c1ccc(Cl)cc1. The rat oral LD50 is 3.98, given as -log10 of the dose in mol/kg body weight (higher means more acutely toxic).